This data is from Full USPTO retrosynthesis dataset with 1.9M reactions from patents (1976-2016). The task is: Predict the reactants needed to synthesize the given product. (1) Given the product [C:26]([C:2]1[C:23]([O:24][CH3:25])=[CH:22][C:5]2[C:6]3[N:11]([CH:12]([CH2:14][CH3:15])[CH2:13][C:4]=2[CH:3]=1)[CH:10]=[C:9]([C:16]([O:18][CH2:19][CH3:20])=[O:17])[C:8](=[O:21])[CH:7]=3)#[N:27], predict the reactants needed to synthesize it. The reactants are: Br[C:2]1[C:23]([O:24][CH3:25])=[CH:22][C:5]2[C:6]3[N:11]([CH:12]([CH2:14][CH3:15])[CH2:13][C:4]=2[CH:3]=1)[CH:10]=[C:9]([C:16]([O:18][CH2:19][CH3:20])=[O:17])[C:8](=[O:21])[CH:7]=3.[CH3:26][N:27](C=O)C. (2) The reactants are: Cl.[N+:2]([C:5]1[CH:12]=[CH:11][C:8]([CH2:9][NH2:10])=[CH:7][CH:6]=1)([O-:4])=[O:3].C(N(CC)CC)C.[CH3:20][C:21]1[CH:30]=[C:29]2[C:24]([C:25](Cl)=[N:26][C:27]([Cl:31])=[N:28]2)=[CH:23][CH:22]=1.ClC1N=C(Cl)C2C(=CC=CC=2)N=1.C(Cl)(Cl)Cl. Given the product [Cl:31][C:27]1[N:26]=[C:25]([NH:10][CH2:9][C:8]2[CH:7]=[CH:6][C:5]([N+:2]([O-:4])=[O:3])=[CH:12][CH:11]=2)[C:24]2[C:29](=[CH:30][C:21]([CH3:20])=[CH:22][CH:23]=2)[N:28]=1, predict the reactants needed to synthesize it. (3) Given the product [CH3:21][O:20][C:19]1[CH:18]=[C:17]2[C:13]([CH:14]=[N:15][NH:16]2)=[CH:12][C:11]=1[NH:10][C:9]1[C:4]2[CH:3]=[C:2]([S:30]([C:27]3[CH:28]=[CH:29][C:24]([CH3:23])=[CH:25][CH:26]=3)(=[O:32])=[O:31])[NH:22][C:5]=2[N:6]=[CH:7][N:8]=1, predict the reactants needed to synthesize it. The reactants are: Br[C:2]1[NH:22][C:5]2[N:6]=[CH:7][N:8]=[C:9]([NH:10][C:11]3[CH:12]=[C:13]4[C:17](=[CH:18][C:19]=3[O:20][CH3:21])[NH:16][N:15]=[CH:14]4)[C:4]=2[CH:3]=1.[CH3:23][C:24]1[CH:29]=[CH:28][C:27]([S:30]([O-:32])=[O:31])=[CH:26][CH:25]=1.[Na+].